This data is from Catalyst prediction with 721,799 reactions and 888 catalyst types from USPTO. The task is: Predict which catalyst facilitates the given reaction. (1) Reactant: [Cl:1]N1C(=O)CCC1=O.[F:9][CH:10]([F:17])[C:11]1[CH:15]=[CH:14][N:13]([CH3:16])[N:12]=1.FC(F)C1N(C)N=CC=1.O. Product: [Cl:1][C:15]1[C:11]([CH:10]([F:17])[F:9])=[N:12][N:13]([CH3:16])[CH:14]=1. The catalyst class is: 9. (2) Reactant: [NH2:1][C:2]1[CH:7]=[CH:6][C:5]([SH:8])=[CH:4][CH:3]=1.[OH-].[Na+].Cl.Cl[CH2:13][C:14]1[CH:15]=[N:16][CH:17]=[CH:18][CH:19]=1. Product: [N:16]1[CH:17]=[CH:18][CH:19]=[C:14]([CH2:13][S:8][C:5]2[CH:6]=[CH:7][C:2]([NH2:1])=[CH:3][CH:4]=2)[CH:15]=1. The catalyst class is: 5. (3) Reactant: [C:1]([C:3]1[CH:18]=[CH:17][C:6]([CH:7]=[C:8]([C:14](=O)[CH3:15])[C:9]([O:11][CH2:12][CH3:13])=[O:10])=[CH:5][CH:4]=1)#[N:2].S(O)(O)(=O)=O.[NH:24]1[CH:28]=[CH:27][N:26]=[C:25]1[NH2:29].C(=O)(O)[O-].[Na+]. Product: [C:1]([C:3]1[CH:18]=[CH:17][C:6]([CH:7]2[N:24]3[CH:28]=[CH:27][N:26]=[C:25]3[NH:29][C:14]([CH3:15])=[C:8]2[C:9]([O:11][CH2:12][CH3:13])=[O:10])=[CH:5][CH:4]=1)#[N:2]. The catalyst class is: 3. (4) Reactant: [CH3:1][O:2][C:3]([C:5]1[S:9][CH:8]=[C:7](B(O)O)[CH:6]=1)=[O:4].Br[CH2:14][C:15]1[CH:16]=[C:17]([NH:21][C:22](=[O:28])[O:23][C:24]([CH3:27])([CH3:26])[CH3:25])[CH:18]=[CH:19][CH:20]=1.C([O-])([O-])=O.[Na+].[Na+].O1CCOCC1. Product: [C:24]([O:23][C:22]([NH:21][C:17]1[CH:16]=[C:15]([CH:20]=[CH:19][CH:18]=1)[CH2:14][C:7]1[CH:6]=[C:5]([C:3]([O:2][CH3:1])=[O:4])[S:9][CH:8]=1)=[O:28])([CH3:27])([CH3:25])[CH3:26]. The catalyst class is: 103. (5) Reactant: [CH2:1]([O:5][C:6]1[CH:10]=[C:9]([CH2:11][CH2:12][C:13]([OH:15])=O)[N:8]([CH2:16][C:17]2[CH:22]=[CH:21][C:20]([C:23]([F:26])([F:25])[F:24])=[CH:19][CH:18]=2)[N:7]=1)[CH2:2][CH2:3][CH3:4].[CH2:27]([S:32]([NH2:35])(=[O:34])=[O:33])[CH2:28][CH2:29][CH2:30][CH3:31].N12CCCN=C1CCCCC2. Product: [CH2:1]([O:5][C:6]1[CH:10]=[C:9]([CH2:11][CH2:12][C:13]([NH:35][S:32]([CH2:27][CH2:28][CH2:29][CH2:30][CH3:31])(=[O:34])=[O:33])=[O:15])[N:8]([CH2:16][C:17]2[CH:18]=[CH:19][C:20]([C:23]([F:25])([F:24])[F:26])=[CH:21][CH:22]=2)[N:7]=1)[CH2:2][CH2:3][CH3:4]. The catalyst class is: 7. (6) Reactant: [F:1][C:2]([F:18])([C:8]1[CH:9]=[C:10]2[C:15](=[CH:16][CH:17]=1)[N:14]=[CH:13][CH:12]=[CH:11]2)[C:3]([O:5]CC)=[O:4].CO.[OH-].[Na+:22]. Product: [F:1][C:2]([C:8]1[CH:9]=[C:10]2[C:15](=[CH:16][CH:17]=1)[N:14]=[CH:13][CH:12]=[CH:11]2)([F:18])[C:3]([O-:5])=[O:4].[Na+:22]. The catalyst class is: 6. (7) Reactant: [Mg].[CH:2]([C:5]1[CH:10]=[C:9]([CH:11]([CH3:13])[CH3:12])[CH:8]=[C:7]([CH:14]([CH3:16])[CH3:15])[C:6]=1Br)([CH3:4])[CH3:3].BrCCBr.F[C:23]1[CH:24]=[C:25]([O:29][CH3:30])[CH:26]=[CH:27][CH:28]=1.[Li]CCCC.[I:36]I. Product: [I:36][C:24]1[C:25]([O:29][CH3:30])=[CH:26][CH:27]=[CH:28][C:23]=1[C:6]1[C:5]([CH:2]([CH3:4])[CH3:3])=[CH:10][C:9]([CH:11]([CH3:13])[CH3:12])=[CH:8][C:7]=1[CH:14]([CH3:16])[CH3:15]. The catalyst class is: 1.